This data is from Forward reaction prediction with 1.9M reactions from USPTO patents (1976-2016). The task is: Predict the product of the given reaction. (1) Given the reactants [Si]([O:18][CH:19]([C:21]1[CH:25]=[N:24][N:23]([CH2:26][C@@H:27]2[C@H:30]([NH:31][C:32](=[O:34])[O-:33])[C:29](=[O:35])[NH:28]2)[N:22]=1)[CH3:20])(C(C)(C)C)(C1C=CC=CC=1)C1C=CC=CC=1.[CH3:36][CH2:37][CH2:38]C[N+](CCCC)(CCCC)CCCC.[F-].[CH2:54]1[CH2:58]O[CH2:56][CH2:55]1, predict the reaction product. The product is: [OH:18][CH:19]([C:21]1[CH:25]=[N:24][N:23]([CH2:26][C@@H:27]2[C@H:30]([NH:31][C:32](=[O:34])[O:33][CH2:56][C:55]3[CH:38]=[CH:37][CH:36]=[CH:58][CH:54]=3)[C:29](=[O:35])[NH:28]2)[N:22]=1)[CH3:20]. (2) Given the reactants [OH:1][CH2:2][C:3]1[CH:4]=[N:5][CH:6]=[CH:7][CH:8]=1.[CH2:9]1COCC1.[H-].[Na+].CI, predict the reaction product. The product is: [CH3:9][O:1][CH2:2][C:3]1[CH:4]=[N:5][CH:6]=[CH:7][CH:8]=1. (3) Given the reactants [Br:1][C:2]1[CH:7]=[CH:6][C:5]([CH2:8][CH2:9][NH:10][C:11](=[O:16])[C:12]([CH3:15])([CH3:14])[CH3:13])=[C:4]([CH2:17][OH:18])[CH:3]=1.C(N(CC)CC)C.[CH3:26][S:27](Cl)(=[O:29])=[O:28].Cl, predict the reaction product. The product is: [CH3:26][S:27]([O:18][CH2:17][C:4]1[CH:3]=[C:2]([Br:1])[CH:7]=[CH:6][C:5]=1[CH2:8][CH2:9][NH:10][C:11](=[O:16])[C:12]([CH3:13])([CH3:14])[CH3:15])(=[O:29])=[O:28]. (4) Given the reactants Cl.[C:2]1([P:8]2(=[O:14])[CH2:13][CH2:12][NH:11][CH2:10][CH2:9]2)[CH:7]=[CH:6][CH:5]=[CH:4][CH:3]=1.CC[NH+](CC)CC.CC[NH+](CC)CC.C([O-])([O-])=O, predict the reaction product. The product is: [C:2]1([P:8]2(=[O:14])[CH2:9][CH2:10][NH:11][CH2:12][CH2:13]2)[CH:3]=[CH:4][CH:5]=[CH:6][CH:7]=1. (5) Given the reactants [CH3:1][O:2][CH2:3][CH2:4][C:5]1[CH:6]=[C:7]([S:11](Cl)(=[O:13])=[O:12])[S:8][C:9]=1[CH3:10].[NH3:15], predict the reaction product. The product is: [CH3:1][O:2][CH2:3][CH2:4][C:5]1[CH:6]=[C:7]([S:11]([NH2:15])(=[O:13])=[O:12])[S:8][C:9]=1[CH3:10]. (6) Given the reactants [I-].C([N+]1(C)[CH2:14][CH2:13][C:12](=[O:15])[CH2:11][CH2:10]1)C1C=CC=CC=1.[CH3:17][O:18][C:19]1[CH:20]=[C:21]([CH:23]=[CH:24][C:25]=1[O:26][CH3:27])[NH2:22].C(=O)([O-])[O-].[K+].[K+].O, predict the reaction product. The product is: [CH3:17][O:18][C:19]1[CH:20]=[C:21]([N:22]2[CH2:14][CH2:13][C:12](=[O:15])[CH2:11][CH2:10]2)[CH:23]=[CH:24][C:25]=1[O:26][CH3:27].